From a dataset of Catalyst prediction with 721,799 reactions and 888 catalyst types from USPTO. Predict which catalyst facilitates the given reaction. (1) Reactant: C(=O)([O-])[O-].[Na+].[Na+].Br[C:8]1[S:12][C:11]([C:13]([O:15]CC)=[O:14])=[N:10][C:9]=1[C:18]1[CH:23]=[CH:22][CH:21]=[C:20]([C:24]#[N:25])[CH:19]=1.[C:26]([C:28]1[CH:29]=[C:30](B(O)O)[CH:31]=[CH:32][CH:33]=1)#[N:27]. Product: [C:24]([C:20]1[CH:19]=[C:18]([C:9]2[N:10]=[C:11]([C:13]([OH:15])=[O:14])[S:12][C:8]=2[C:32]2[CH:31]=[CH:30][CH:29]=[C:28]([C:26]#[N:27])[CH:33]=2)[CH:23]=[CH:22][CH:21]=1)#[N:25]. The catalyst class is: 104. (2) Reactant: [O:1]1[CH2:3][C@@H:2]1[C@@H:4]([NH:12][C:13](=[O:19])[O:14][C:15]([CH3:18])([CH3:17])[CH3:16])[CH2:5][C:6]1[CH:11]=[CH:10][CH:9]=[CH:8][CH:7]=1.[F:20][C:21]([F:31])([F:30])[C:22]1[CH:23]=[C:24]([CH2:28][NH2:29])[CH:25]=[CH:26][CH:27]=1. Product: [C:15]([O:14][C:13](=[O:19])[NH:12][C@@H:4]([CH2:5][C:6]1[CH:11]=[CH:10][CH:9]=[CH:8][CH:7]=1)[C@H:2]([OH:1])[CH2:3][NH:29][CH2:28][C:24]1[CH:25]=[CH:26][CH:27]=[C:22]([C:21]([F:20])([F:30])[F:31])[CH:23]=1)([CH3:18])([CH3:17])[CH3:16]. The catalyst class is: 41. (3) Reactant: [CH2:1]([NH2:6])[C:2]([CH3:5])([CH3:4])[CH3:3].[CH2:7]1[CH2:13][S:10](=[O:12])(=[O:11])[O:9][CH2:8]1. Product: [CH2:1]([NH:6][CH2:8][CH2:7][CH2:13][S:10]([OH:12])(=[O:11])=[O:9])[C:2]([CH3:5])([CH3:4])[CH3:3]. The catalyst class is: 7. (4) Reactant: [F:1][C:2]([F:29])([F:28])[C:3]1[CH:4]=[C:5]([CH:21]=[C:22]([C:24]([F:27])([F:26])[F:25])[CH:23]=1)[CH2:6][N:7]1[C:11]([C:12]2[CH:17]=[CH:16][CH:15]=[CH:14][CH:13]=2)=[C:10]([C:18]([OH:20])=O)[N:9]=[N:8]1.[Cl:30][C:31]1[CH:43]=[CH:42][CH:41]=[CH:40][C:32]=1[CH2:33][NH:34][CH2:35][CH2:36][N:37]([CH3:39])[CH3:38].C(N(CC)CC)C. Product: [Cl:30][C:31]1[CH:43]=[CH:42][CH:41]=[CH:40][C:32]=1[CH2:33][N:34]([CH2:35][CH2:36][N:37]([CH3:39])[CH3:38])[C:18]([C:10]1[N:9]=[N:8][N:7]([CH2:6][C:5]2[CH:21]=[C:22]([C:24]([F:26])([F:27])[F:25])[CH:23]=[C:3]([C:2]([F:29])([F:1])[F:28])[CH:4]=2)[C:11]=1[C:12]1[CH:13]=[CH:14][CH:15]=[CH:16][CH:17]=1)=[O:20]. The catalyst class is: 2. (5) Reactant: [CH3:1][O:2][C:3]1[CH:8]=[CH:7][C:6]([N:9](C(OC(C)(C)C)=O)[NH:10]C(OC(C)(C)C)=O)=[CH:5][C:4]=1[CH3:25].[ClH:26]. Product: [ClH:26].[CH3:1][O:2][C:3]1[CH:8]=[CH:7][C:6]([NH:9][NH2:10])=[CH:5][C:4]=1[CH3:25]. The catalyst class is: 12. (6) Reactant: [C:1]1([C:20]2[CH:25]=[CH:24][CH:23]=[CH:22][CH:21]=2)[CH:6]=[CH:5][CH:4]=[C:3]([S:7][C:8]2[CH:13]=[C:12]([O:14][CH3:15])[C:11]([O:16][CH3:17])=[C:10]([O:18][CH3:19])[CH:9]=2)[CH:2]=1.C1C=C(Cl)C=C(C(OO)=[O:34])C=1. Product: [CH3:19][O:18][C:10]1[CH:9]=[C:8]([S:7]([C:3]2[CH:2]=[C:1]([C:20]3[CH:25]=[CH:24][CH:23]=[CH:22][CH:21]=3)[CH:6]=[CH:5][CH:4]=2)=[O:34])[CH:13]=[C:12]([O:14][CH3:15])[C:11]=1[O:16][CH3:17]. The catalyst class is: 4. (7) Reactant: FC(F)(F)S(O[C:7]1[CH2:12][CH2:11][CH:10]([N:13]2[CH2:18][CH2:17][O:16][CH2:15][CH2:14]2)[CH2:9][CH:8]=1)(=O)=O.[CH3:21][C:22]1([CH3:38])[C:26]([CH3:28])([CH3:27])[O:25][B:24]([B:24]2[O:25][C:26]([CH3:28])([CH3:27])[C:22]([CH3:38])([CH3:21])[O:23]2)[O:23]1.C([O-])(=O)C.[K+]. Product: [CH3:21][C:22]1([CH3:38])[C:26]([CH3:28])([CH3:27])[O:25][B:24]([C:7]2[CH2:12][CH2:11][CH:10]([N:13]3[CH2:18][CH2:17][O:16][CH2:15][CH2:14]3)[CH2:9][CH:8]=2)[O:23]1. The catalyst class is: 75. (8) Reactant: [C:1]([OH:6])(=[O:5])[C:2]([CH3:4])=[CH2:3].[C:7]([OH:19])(=[O:18])[CH2:8][C:9]([CH2:14][C:15]([OH:17])=[O:16])([C:11]([OH:13])=[O:12])[OH:10]. Product: [C:1]([OH:6])(=[O:5])[C:2]([CH3:4])=[CH2:3].[C:7]([OH:19])(=[O:18])[CH2:8][C:9]([CH2:14][C:15]([OH:17])=[O:16])([C:11]([OH:13])=[O:12])[OH:10]. The catalyst class is: 8. (9) Reactant: [Cl-].O[NH3+:3].[C:4](=[O:7])([O-])[OH:5].[Na+].CS(C)=O.[S:13]1[C:17]2[CH:18]=[CH:19][CH:20]=[CH:21][C:16]=2[N:15]=[C:14]1[CH2:22][N:23]1[C:28](=[O:29])[C:27]([CH2:30][C:31]2[CH:36]=[CH:35][C:34]([C:37]3[C:38]([C:43]#[N:44])=[CH:39][CH:40]=[CH:41][CH:42]=3)=[CH:33][CH:32]=2)=[C:26]([CH2:45][CH2:46][CH2:47][CH3:48])[N:25]=[C:24]1[CH3:49]. Product: [S:13]1[C:17]2[CH:18]=[CH:19][CH:20]=[CH:21][C:16]=2[N:15]=[C:14]1[CH2:22][N:23]1[C:28](=[O:29])[C:27]([CH2:30][C:31]2[CH:36]=[CH:35][C:34]([C:37]3[CH:42]=[CH:41][CH:40]=[CH:39][C:38]=3[C:43]3[NH:3][C:4](=[O:7])[O:5][N:44]=3)=[CH:33][CH:32]=2)=[C:26]([CH2:45][CH2:46][CH2:47][CH3:48])[N:25]=[C:24]1[CH3:49]. The catalyst class is: 13. (10) Reactant: [F:1][C:2]1[CH:7]=[CH:6][C:5]([NH:8][C:9]2[CH:14]=[CH:13][C:12]([C:15]([C:17]3[CH:22]=[C:21]([O:23][CH2:24][CH2:25][N:26]4[CH2:31][CH2:30][O:29][CH2:28][CH2:27]4)[CH:20]=[CH:19][C:18]=3[CH3:32])=[O:16])=[C:11]([N+:33]([O-])=O)[CH:10]=2)=[C:4]([CH3:36])[CH:3]=1. Product: [NH2:33][C:11]1[CH:10]=[C:9]([NH:8][C:5]2[CH:6]=[CH:7][C:2]([F:1])=[CH:3][C:4]=2[CH3:36])[CH:14]=[CH:13][C:12]=1[C:15]([C:17]1[CH:22]=[C:21]([O:23][CH2:24][CH2:25][N:26]2[CH2:27][CH2:28][O:29][CH2:30][CH2:31]2)[CH:20]=[CH:19][C:18]=1[CH3:32])=[O:16]. The catalyst class is: 19.